From a dataset of Forward reaction prediction with 1.9M reactions from USPTO patents (1976-2016). Predict the product of the given reaction. (1) Given the reactants Cl[C:2]1[CH:7]=[C:6]([C:8]2[CH:13]=[CH:12][C:11]([S:14][C:15]3[CH:20]=[CH:19][CH:18]=[CH:17][C:16]=3[O:21][CH3:22])=[C:10]([C:23]([F:26])([F:25])[F:24])[CH:9]=2)[CH:5]=[CH:4][N:3]=1.OC1CCNC1.[OH:33][CH2:34][CH2:35][CH:36]1[CH2:41][CH2:40][NH:39][CH2:38][CH2:37]1, predict the reaction product. The product is: [CH3:22][O:21][C:16]1[CH:17]=[CH:18][CH:19]=[CH:20][C:15]=1[S:14][C:11]1[CH:12]=[CH:13][C:8]([C:6]2[CH:5]=[CH:4][N:3]=[C:2]([N:39]3[CH2:40][CH2:41][CH:36]([CH2:35][CH2:34][OH:33])[CH2:37][CH2:38]3)[CH:7]=2)=[CH:9][C:10]=1[C:23]([F:26])([F:25])[F:24]. (2) Given the reactants [CH2:1]([C:3]1(C=C(C)C([O-])=O)[CH:10]2[CH2:11][CH:6]3[CH2:7][CH:8]([CH2:12][CH:4]1[CH2:5]3)[CH2:9]2)[CH3:2].[C:19]([O:24][C:25]12[CH2:34][CH:29]3[CH2:30][CH:31]([CH2:33][C:27]([OH:35])([CH2:28]3)[CH2:26]1)[CH2:32]2)(=[O:23])[C:20]([CH3:22])=[CH2:21].[C:36]([O:41][CH:42]1[CH2:47][CH2:46][O:45][C:43]1=[O:44])(=[O:40])[C:37]([CH3:39])=[CH2:38].N(C(C)(C)C#N)=NC(C)(C)C#N, predict the reaction product. The product is: [C:19]([O:24][C:3]1([CH2:1][CH3:2])[CH:10]2[CH2:9][CH:8]3[CH2:7][CH:6]([CH2:5][CH:4]1[CH2:12]3)[CH2:11]2)(=[O:23])[C:20]([CH3:22])=[CH2:21].[C:19]([O:24][C:25]12[CH2:32][CH:31]3[CH2:30][CH:29]([CH2:28][C:27]([OH:35])([CH2:33]3)[CH2:26]1)[CH2:34]2)(=[O:23])[C:20]([CH3:22])=[CH2:21].[C:36]([O:41][CH:42]1[CH2:47][CH2:46][O:45][C:43]1=[O:44])(=[O:40])[C:37]([CH3:39])=[CH2:38]. (3) Given the reactants [C:1]([C:5]1[N:6]=[C:7]([N:16]2[CH2:20][CH2:19][C:18]([F:22])([F:21])[CH2:17]2)[C:8]2[N:13]=[N:12][N:11]([CH2:14][CH3:15])[C:9]=2[N:10]=1)([CH3:4])([CH3:3])[CH3:2].C(C1N=C(N2CCC(F)(F)C2)C2N=NNC=2N=1)(C)(C)C.[Cl:43][C:44]1[CH:49]=[CH:48][CH:47]=[C:46]([F:50])C=1CCl, predict the reaction product. The product is: [C:1]([C:5]1[N:6]=[C:7]([N:16]2[CH2:20][CH2:19][C:18]([F:21])([F:22])[CH2:17]2)[C:8]2[N:13]=[N:12][N:11]([CH2:14][C:15]3[C:46]([F:50])=[CH:47][CH:48]=[CH:49][C:44]=3[Cl:43])[C:9]=2[N:10]=1)([CH3:2])([CH3:3])[CH3:4]. (4) Given the reactants [F:1][C:2]1[CH:10]=[C:9]2[C:5]([C:6]([C:11]3[CH:12]=[N:13][C:14]([N:17]4[CH2:22][CH2:21][NH:20][CH2:19][CH2:18]4)=[CH:15][CH:16]=3)=[CH:7][NH:8]2)=[CH:4][CH:3]=1.CCN(CC)CC.[CH3:30][S:31](Cl)(=[O:33])=[O:32], predict the reaction product. The product is: [F:1][C:2]1[CH:10]=[C:9]2[C:5]([C:6]([C:11]3[CH:12]=[N:13][C:14]([N:17]4[CH2:22][CH2:21][N:20]([S:31]([CH3:30])(=[O:33])=[O:32])[CH2:19][CH2:18]4)=[CH:15][CH:16]=3)=[CH:7][NH:8]2)=[CH:4][CH:3]=1.